Predict the product of the given reaction. From a dataset of Forward reaction prediction with 1.9M reactions from USPTO patents (1976-2016). (1) Given the reactants [CH2:1]([S:3]([C:6]1[CH:14]=[CH:13][C:9]([C:10]([OH:12])=O)=[CH:8][CH:7]=1)(=[O:5])=[O:4])[CH3:2].C1N=CN(C(N2C=NC=C2)=O)C=1.CS(O)(=O)=O.[NH2:32][CH2:33][C:34]1[CH:35]=[C:36]2[C:40](=[CH:41][CH:42]=1)[C:39](=[O:43])[N:38]([CH:44]1[CH2:49][CH2:48][C:47](=[O:50])[NH:46][C:45]1=[O:51])[CH2:37]2.Cl, predict the reaction product. The product is: [O:51]=[C:45]1[CH:44]([N:38]2[CH2:37][C:36]3[C:40](=[CH:41][CH:42]=[C:34]([CH2:33][NH:32][C:10](=[O:12])[C:9]4[CH:8]=[CH:7][C:6]([S:3]([CH2:1][CH3:2])(=[O:4])=[O:5])=[CH:14][CH:13]=4)[CH:35]=3)[C:39]2=[O:43])[CH2:49][CH2:48][C:47](=[O:50])[NH:46]1. (2) Given the reactants [CH2:1]([CH2:3][NH2:4])[OH:2].[CH2:5]([O:12][CH:13]([CH:38]([C:45]1[CH:50]=[CH:49][CH:48]=[CH:47][CH:46]=1)[C:39]1[CH:44]=[CH:43][CH:42]=[CH:41][CH:40]=1)[C:14]([NH:16][C:17]1[CH:22]=[CH:21][CH:20]=[C:19]([F:23])[C:18]=1[CH2:24][CH2:25][CH:26]1[CH2:28][N@@:27]1[S:29]([C:32]1[CH:37]=[CH:36][CH:35]=[CH:34][CH:33]=1)(=[O:31])=[O:30])=[O:15])[C:6]1[CH:11]=[CH:10][CH:9]=[CH:8][CH:7]=1, predict the reaction product. The product is: [CH2:5]([O:12][CH:13]([CH:38]([C:45]1[CH:46]=[CH:47][CH:48]=[CH:49][CH:50]=1)[C:39]1[CH:40]=[CH:41][CH:42]=[CH:43][CH:44]=1)[C:14]([NH:16][C:17]1[CH:22]=[CH:21][CH:20]=[C:19]([F:23])[C:18]=1[CH2:24][CH2:25][C@H:26]([NH:27][S:29]([C:32]1[CH:33]=[CH:34][CH:35]=[CH:36][CH:37]=1)(=[O:30])=[O:31])[CH2:28][NH:4][CH2:3][CH2:1][OH:2])=[O:15])[C:6]1[CH:11]=[CH:10][CH:9]=[CH:8][CH:7]=1. (3) Given the reactants [NH2:1][C:2]1[N:7]=[C:6](Cl)[N:5]=[C:4]([C:9]#[N:10])[N:3]=1.CN(C=O)C.C(N(C(C)C)CC)(C)C.[CH3:25][NH:26][C:27]1[CH:32]=[CH:31][CH:30]=[CH:29][CH:28]=1, predict the reaction product. The product is: [NH2:1][C:2]1[N:7]=[C:6]([N:26]([CH3:25])[C:27]2[CH:32]=[CH:31][CH:30]=[CH:29][CH:28]=2)[N:5]=[C:4]([C:9]#[N:10])[N:3]=1. (4) Given the reactants C(OC([N:8]1[CH2:15][C@H:14]2[N:16](C(OC(C)(C)C)=O)[C@H:10]([CH2:11][C:12]([C:27]3[CH:32]=[CH:31][C:30]([O:33][CH2:34][CH2:35][O:36][C:37]4[C:42]([Cl:43])=[CH:41][C:40]([CH3:44])=[CH:39][C:38]=4[Cl:45])=[CH:29][CH:28]=3)=[C:13]2[C:24](O)=[O:25])[CH2:9]1)=O)(C)(C)C.[CH:46]1([NH:49][CH2:50][C:51]2[CH:56]=[C:55]([CH2:57][CH2:58][CH2:59][O:60][CH3:61])[CH:54]=[C:53]([Cl:62])[C:52]=2[Cl:63])[CH2:48][CH2:47]1, predict the reaction product. The product is: [CH:46]1([N:49]([CH2:50][C:51]2[CH:56]=[C:55]([CH2:57][CH2:58][CH2:59][O:60][CH3:61])[CH:54]=[C:53]([Cl:62])[C:52]=2[Cl:63])[C:24]([C:13]2[C@@H:14]3[NH:16][C@H:10]([CH2:11][C:12]=2[C:27]2[CH:28]=[CH:29][C:30]([O:33][CH2:34][CH2:35][O:36][C:37]4[C:42]([Cl:43])=[CH:41][C:40]([CH3:44])=[CH:39][C:38]=4[Cl:45])=[CH:31][CH:32]=2)[CH2:9][NH:8][CH2:15]3)=[O:25])[CH2:48][CH2:47]1. (5) Given the reactants BrC1C=CC2N(CC3C=CC(OC)=CC=3OC)C(=O)[C@@H](CC(OCC)=O)O[C@H](C3C=CC=C(OC)C=3OC)C=2C=1.[Cl:41][C:42]1[C:47]([CH3:48])=[CH:46][C:45]([N:49]([CH2:59][C:60]2[CH:65]=[CH:64][C:63]([O:66][CH3:67])=[CH:62][C:61]=2[O:68][CH3:69])[C:50](=[O:58])/[CH:51]=[CH:52]/[C:53]([O:55][CH2:56][CH3:57])=[O:54])=[C:44]([CH:70]([C:72]2[CH:77]=[CH:76][CH:75]=[C:74]([O:78][CH3:79])[C:73]=2[O:80][CH3:81])[OH:71])[CH:43]=1, predict the reaction product. The product is: [Cl:41][C:42]1[C:47]([CH3:48])=[CH:46][C:45]2[N:49]([CH2:59][C:60]3[CH:65]=[CH:64][C:63]([O:66][CH3:67])=[CH:62][C:61]=3[O:68][CH3:69])[C:50](=[O:58])[C@@H:51]([CH2:52][C:53]([O:55][CH2:56][CH3:57])=[O:54])[O:71][C@H:70]([C:72]3[CH:77]=[CH:76][CH:75]=[C:74]([O:78][CH3:79])[C:73]=3[O:80][CH3:81])[C:44]=2[CH:43]=1.